Dataset: Peptide-MHC class I binding affinity with 185,985 pairs from IEDB/IMGT. Task: Regression. Given a peptide amino acid sequence and an MHC pseudo amino acid sequence, predict their binding affinity value. This is MHC class I binding data. (1) The peptide sequence is GYAWIDFDI. The MHC is HLA-B58:01 with pseudo-sequence HLA-B58:01. The binding affinity (normalized) is 0.0847. (2) The peptide sequence is VMFGLAYFSM. The MHC is HLA-A02:02 with pseudo-sequence HLA-A02:02. The binding affinity (normalized) is 0.691. (3) The binding affinity (normalized) is 0.213. The peptide sequence is EECDSELEI. The MHC is HLA-A01:01 with pseudo-sequence HLA-A01:01. (4) The peptide sequence is GLCAHILLY. The MHC is HLA-A33:01 with pseudo-sequence HLA-A33:01. The binding affinity (normalized) is 0.165. (5) The peptide sequence is YHRPLTGYM. The MHC is HLA-B35:01 with pseudo-sequence HLA-B35:01. The binding affinity (normalized) is 0.0847. (6) The peptide sequence is KLVAMGINAV. The MHC is HLA-A02:06 with pseudo-sequence HLA-A02:06. The binding affinity (normalized) is 0.951. (7) The peptide sequence is IRSAEVVSR. The MHC is HLA-A69:01 with pseudo-sequence HLA-A69:01. The binding affinity (normalized) is 0.0847. (8) The binding affinity (normalized) is 0.492. The MHC is HLA-A02:12 with pseudo-sequence HLA-A02:12. The peptide sequence is RILAYGPCL. (9) The binding affinity (normalized) is 0.687. The MHC is HLA-B27:05 with pseudo-sequence HLA-B27:05. The peptide sequence is IRLRPNGKK.